From a dataset of Forward reaction prediction with 1.9M reactions from USPTO patents (1976-2016). Predict the product of the given reaction. (1) Given the reactants [N+:1]([O-:4])(O)=[O:2].S(=O)(=O)(O)O.[CH3:10][N:11]1[C:15]([C:16]([OH:18])=[O:17])=[CH:14][C:13]([CH2:19][CH2:20][CH3:21])=[N:12]1, predict the reaction product. The product is: [CH3:10][N:11]1[C:15]([C:16]([OH:18])=[O:17])=[C:14]([N+:1]([O-:4])=[O:2])[C:13]([CH2:19][CH2:20][CH3:21])=[N:12]1. (2) Given the reactants [NH2:1][C:2]1[O:3][CH2:4][C@@:5]2([N:26]=1)[C:18]1[CH:17]=[C:16]([OH:19])[CH:15]=[CH:14][C:13]=1[O:12][C:11]1[C:6]2=[CH:7][C:8]([C:20]2[CH:21]=[N:22][CH:23]=[N:24][CH:25]=2)=[CH:9][CH:10]=1.C(=O)([O-])[O-].[Cs+].[Cs+].[I-].[K+].CN(C=O)C.Cl[CH2:41][C:42](=[O:44])[CH3:43], predict the reaction product. The product is: [NH2:1][C:2]1[O:3][CH2:4][C@:5]2([N:26]=1)[C:6]1[CH:7]=[C:8]([C:20]3[CH:21]=[N:22][CH:23]=[N:24][CH:25]=3)[CH:9]=[CH:10][C:11]=1[O:12][C:13]1[C:18]2=[CH:17][C:16]([O:19][CH2:41][C:42](=[O:44])[CH3:43])=[CH:15][CH:14]=1. (3) The product is: [Cl:60][C:58]1[CH:59]=[C:54]([O:53][CH2:52][CH:51]=[C:50]([Cl:63])[Cl:49])[CH:55]=[C:56]([Cl:62])[C:57]=1[O:15][CH2:14][CH2:13][CH:11]1[CH2:10][O:9][CH:8]([C:5]2[CH:4]=[CH:3][C:2]([Cl:1])=[CH:7][CH:6]=2)[O:12]1. Given the reactants [Cl:1][C:2]1[CH:7]=[CH:6][C:5]([CH:8]2[O:12][CH:11]([CH2:13][CH2:14][OH:15])[CH2:10][O:9]2)=[CH:4][CH:3]=1.C1(P(C2C=CC=CC=2)C2C=CC=CC=2)C=CC=CC=1.N(C(OC(C)C)=O)=NC(OC(C)C)=O.[Cl:49][C:50]([Cl:63])=[CH:51][CH2:52][O:53][C:54]1[CH:59]=[C:58]([Cl:60])[C:57](O)=[C:56]([Cl:62])[CH:55]=1, predict the reaction product. (4) Given the reactants [F:1][C:2]([F:7])([F:6])[C:3]([OH:5])=[O:4].[F:8][C:9]([F:14])([F:13])[C:10]([OH:12])=[O:11].S1C=CN=C1N.[CH3:21][C:22]1[N:23]=[C:24]([NH:27][C:28]2[N:33]=[CH:32][C:31]([S:34]CCC(OC)=O)=[CH:30][C:29]=2[O:41][C:42]2[CH:47]=[CH:46][CH:45]=[CH:44][CH:43]=2)[S:25][CH:26]=1.CC([O-])(C)C.[K+].CS(O[CH:59]([CH:61]1[CH2:66][CH2:65][N:64](C(OC(C)(C)C)=O)[CH2:63][CH2:62]1)[CH3:60])(=O)=O.[NH4+].[Cl-], predict the reaction product. The product is: [F:1][C:2]([F:7])([F:6])[C:3]([OH:5])=[O:4].[F:8][C:9]([F:14])([F:13])[C:10]([OH:12])=[O:11].[CH3:21][C:22]1[N:23]=[C:24]([NH:27][C:28]2[C:29]([O:41][C:42]3[CH:47]=[CH:46][CH:45]=[CH:44][CH:43]=3)=[CH:30][C:31]([S:34][CH:59]([CH:61]3[CH2:62][CH2:63][NH:64][CH2:65][CH2:66]3)[CH3:60])=[CH:32][N:33]=2)[S:25][CH:26]=1.